From a dataset of Forward reaction prediction with 1.9M reactions from USPTO patents (1976-2016). Predict the product of the given reaction. Given the reactants [CH:1]([NH:4][CH2:5][C:6]1[NH:7][C:8](=[O:16])[C:9]2[CH2:15][O:14][CH2:13][CH2:12][C:10]=2[N:11]=1)([CH3:3])[CH3:2].[F:17][C:18]1[CH:35]=[CH:34][C:21]([C:22]([CH:24]2[CH2:29][CH2:28][N:27]([CH2:30][C:31](O)=[O:32])[CH2:26][CH2:25]2)=[O:23])=[CH:20][CH:19]=1, predict the reaction product. The product is: [F:17][C:18]1[CH:19]=[CH:20][C:21]([C:22]([CH:24]2[CH2:25][CH2:26][N:27]([CH2:30][C:31]([N:4]([CH:1]([CH3:3])[CH3:2])[CH2:5][C:6]3[NH:7][C:8](=[O:16])[C:9]4[CH2:15][O:14][CH2:13][CH2:12][C:10]=4[N:11]=3)=[O:32])[CH2:28][CH2:29]2)=[O:23])=[CH:34][CH:35]=1.